From a dataset of CYP1A2 inhibition data for predicting drug metabolism from PubChem BioAssay. Regression/Classification. Given a drug SMILES string, predict its absorption, distribution, metabolism, or excretion properties. Task type varies by dataset: regression for continuous measurements (e.g., permeability, clearance, half-life) or binary classification for categorical outcomes (e.g., BBB penetration, CYP inhibition). Dataset: cyp1a2_veith. The drug is COc1ccc(CO/N=C/c2c(C)[nH]c(=O)[nH]c2=O)cc1. The result is 1 (inhibitor).